Dataset: Reaction yield outcomes from USPTO patents with 853,638 reactions. Task: Predict the reaction yield, written as a fraction of the theoretical maximum amount of product (1.0 means a 100% yield; for example, 0.34 means a 34% yield). (1) The yield is 0.430. The catalyst is CO.Cl.ClCCl.[Pd]. The product is [OH:16][CH:10]1[CH:9]2[CH2:15][CH:13]([CH2:14][N:8]2[C:34]([O:36][C:37]([CH3:38])([CH3:39])[CH3:40])=[O:35])[CH2:12][CH2:11]1. The reactants are C([N:8]1[CH2:14][CH:13]2[CH2:15][CH:9]1[CH:10]([OH:16])[CH2:11][CH2:12]2)C1C=CC=CC=1.[H][H].C(N(CC)CC)C.[C:34](O[C:34]([O:36][C:37]([CH3:40])([CH3:39])[CH3:38])=[O:35])([O:36][C:37]([CH3:40])([CH3:39])[CH3:38])=[O:35]. (2) The reactants are [CH2:1]([Mg]Br)[CH:2]([CH3:4])[CH3:3].C(OCC)C.CC(O[B:16]1[O:20][C@@H:19]2[CH2:21][C@@H:22]3[CH2:25][C@H:24]([C@:18]2([CH3:28])[O:17]1)[C:23]3([CH3:27])[CH3:26])C.[Na+].[Cl-]. The catalyst is O1CCCC1.S(=O)(=O)(O)O.C(OC(C)C)(C)C. The product is [CH3:3][CH:2]([CH3:4])[CH2:1][B:16]1[O:20][C@@H:19]2[CH2:21][C@@H:22]3[CH2:25][C@H:24]([C@:18]2([CH3:28])[O:17]1)[C:23]3([CH3:27])[CH3:26]. The yield is 0.620. (3) The reactants are Br[C:2]1[C:10]2[O:9][CH:8]([CH2:11][Br:12])[CH2:7][C:6]=2[CH:5]=[C:4]([F:13])[CH:3]=1.[Cl:14][C:15]1[CH:20]=[CH:19][CH:18]=[CH:17][C:16]=1B(O)O. No catalyst specified. The product is [Br:12][CH2:11][C@H:8]1[CH2:7][C:6]2[CH:5]=[C:4]([F:13])[CH:3]=[C:2]([C:16]3[CH:17]=[CH:18][CH:19]=[CH:20][C:15]=3[Cl:14])[C:10]=2[O:9]1. The yield is 0.990. (4) The reactants are [CH3:1][C:2]1[C:3]2[N:4]([N:9]=[C:10]([C:16]([O:18][CH3:19])=[O:17])[C:11]=2C(OC)=O)[C:5]([CH3:8])=[CH:6][N:7]=1.CO. The catalyst is S(=O)(=O)(O)O.O. The product is [CH3:1][C:2]1[C:3]2[N:4]([N:9]=[C:10]([C:16]([O:18][CH3:19])=[O:17])[CH:11]=2)[C:5]([CH3:8])=[CH:6][N:7]=1. The yield is 0.800. (5) The reactants are [F:1][CH:2]([F:17])[O:3][C:4]1[N:9]=[C:8]([C:10]([NH:13]C(=O)[O-])([CH3:12])[CH3:11])[CH:7]=[CH:6][CH:5]=1.[Si](I)(C)(C)C.CO.O. The catalyst is C(#N)C. The product is [F:17][CH:2]([F:1])[O:3][C:4]1[N:9]=[C:8]([C:10]([NH2:13])([CH3:11])[CH3:12])[CH:7]=[CH:6][CH:5]=1. The yield is 0.920. (6) The reactants are C(OC(=O)[NH:7][CH2:8][CH2:9][CH2:10][CH2:11][CH2:12][CH2:13][C:14]1[C:15]([CH3:43])=[C:16]2[C:21](=[C:22]([CH3:25])[C:23]=1[CH3:24])[O:20][C:19]([CH2:27][O:28][C:29]1[CH:34]=[CH:33][C:32]([CH:35]=[C:36]3[S:40][C:39](=[O:41])[NH:38][C:37]3=[O:42])=[CH:31][CH:30]=1)([CH3:26])[CH2:18][CH2:17]2)(C)(C)C.[F:45][C:46]([F:51])([F:50])[C:47]([OH:49])=[O:48].O. The catalyst is C(Cl)Cl. The product is [F:45][C:46]([F:51])([F:50])[C:47]([OH:49])=[O:48].[NH2:7][CH2:8][CH2:9][CH2:10][CH2:11][CH2:12][CH2:13][C:14]1[C:15]([CH3:43])=[C:16]2[C:21](=[C:22]([CH3:25])[C:23]=1[CH3:24])[O:20][C:19]([CH2:27][O:28][C:29]1[CH:34]=[CH:33][C:32]([CH:35]=[C:36]3[S:40][C:39](=[O:41])[NH:38][C:37]3=[O:42])=[CH:31][CH:30]=1)([CH3:26])[CH2:18][CH2:17]2. The yield is 0.530. (7) The reactants are [CH:1]1(N=C=NC2CCCCC2)CCCCC1.FC1C(O)=C(F)C(F)=C(F)C=1F.C(O)=O.[NH2:31][CH2:32][C:33]1[CH:34]=[C:35]([NH:50][S:51]([CH3:54])(=[O:53])=[O:52])[CH:36]=[CH:37][C:38]=1[O:39][C:40]1[CH:41]=[CH:42][C:43]2[O:48][CH2:47][CH2:46][S:45][C:44]=2[CH:49]=1.B.C1COCC1.C1COCC1.Cl. The catalyst is CCOCC.C(Cl)Cl.CCOC(C)=O. The product is [O:48]1[C:43]2[CH:42]=[CH:41][C:40]([O:39][C:38]3[CH:37]=[CH:36][C:35]([NH:50][S:51]([CH3:54])(=[O:53])=[O:52])=[CH:34][C:33]=3[CH2:32][NH:31][CH3:1])=[CH:49][C:44]=2[S:45][CH2:46][CH2:47]1. The yield is 0.600. (8) The reactants are [Cl:1][C:2]1[N:7]=[CH:6][C:5]([N:8]2[C@@H:15]3[C@@H:10]([CH2:11][CH2:12][NH:13][CH2:14]3)[CH2:9]2)=[CH:4][C:3]=1[CH3:16].[C:17]([OH:24])(=[O:23])/[CH:18]=[CH:19]/[C:20]([OH:22])=[O:21]. No catalyst specified. The product is [C:17]([OH:24])(=[O:23])/[CH:18]=[CH:19]/[C:20]([OH:22])=[O:21].[Cl:1][C:2]1[N:7]=[CH:6][C:5]([N:8]2[C@@H:15]3[C@@H:10]([CH2:11][CH2:12][NH:13][CH2:14]3)[CH2:9]2)=[CH:4][C:3]=1[CH3:16]. The yield is 0.330. (9) The reactants are [OH:1][C:2]1[CH:9]=[CH:8][C:5]([CH:6]=[O:7])=[CH:4][CH:3]=1.C(N(C(C)C)CC)(C)C.[CH2:19](Cl)[O:20][CH2:21][CH2:22][O:23][CH3:24]. The catalyst is C(Cl)Cl. The product is [CH3:19][O:20][CH2:21][CH2:22][O:23][CH2:24][O:1][C:2]1[CH:9]=[CH:8][C:5]([CH:6]=[O:7])=[CH:4][CH:3]=1. The yield is 0.970.